Task: Regression. Given two drug SMILES strings and cell line genomic features, predict the synergy score measuring deviation from expected non-interaction effect.. Dataset: NCI-60 drug combinations with 297,098 pairs across 59 cell lines (1) Drug 2: CC12CCC3C(C1CCC2O)C(CC4=C3C=CC(=C4)O)CCCCCCCCCS(=O)CCCC(C(F)(F)F)(F)F. Drug 1: C1=CC(=CC=C1CC(C(=O)O)N)N(CCCl)CCCl.Cl. Synergy scores: CSS=-9.16, Synergy_ZIP=1.94, Synergy_Bliss=-4.52, Synergy_Loewe=-7.24, Synergy_HSA=-10.3. Cell line: MDA-MB-435. (2) Drug 1: CN1C(=O)N2C=NC(=C2N=N1)C(=O)N. Drug 2: CC1C(C(CC(O1)OC2CC(OC(C2O)C)OC3=CC4=CC5=C(C(=O)C(C(C5)C(C(=O)C(C(C)O)O)OC)OC6CC(C(C(O6)C)O)OC7CC(C(C(O7)C)O)OC8CC(C(C(O8)C)O)(C)O)C(=C4C(=C3C)O)O)O)O. Cell line: IGROV1. Synergy scores: CSS=15.7, Synergy_ZIP=-0.195, Synergy_Bliss=1.23, Synergy_Loewe=-27.1, Synergy_HSA=0.242. (3) Drug 1: CNC(=O)C1=CC=CC=C1SC2=CC3=C(C=C2)C(=NN3)C=CC4=CC=CC=N4. Drug 2: CC1=C(C=C(C=C1)NC2=NC=CC(=N2)N(C)C3=CC4=NN(C(=C4C=C3)C)C)S(=O)(=O)N.Cl. Cell line: OVCAR3. Synergy scores: CSS=-0.944, Synergy_ZIP=1.76, Synergy_Bliss=5.88, Synergy_Loewe=3.28, Synergy_HSA=1.94. (4) Drug 2: CCC1(C2=C(COC1=O)C(=O)N3CC4=CC5=C(C=CC(=C5CN(C)C)O)N=C4C3=C2)O.Cl. Synergy scores: CSS=23.4, Synergy_ZIP=-7.55, Synergy_Bliss=1.37, Synergy_Loewe=-6.98, Synergy_HSA=0.996. Drug 1: CC12CCC3C(C1CCC2O)C(CC4=C3C=CC(=C4)O)CCCCCCCCCS(=O)CCCC(C(F)(F)F)(F)F. Cell line: SNB-75. (5) Drug 1: C1=C(C(=O)NC(=O)N1)F. Drug 2: CCC1(C2=C(COC1=O)C(=O)N3CC4=CC5=C(C=CC(=C5CN(C)C)O)N=C4C3=C2)O.Cl. Cell line: HT29. Synergy scores: CSS=44.8, Synergy_ZIP=-3.23, Synergy_Bliss=-5.32, Synergy_Loewe=-2.70, Synergy_HSA=-1.57. (6) Drug 1: C1=C(C(=O)NC(=O)N1)F. Drug 2: C1=NC2=C(N=C(N=C2N1C3C(C(C(O3)CO)O)O)F)N. Cell line: NCI-H226. Synergy scores: CSS=15.9, Synergy_ZIP=1.15, Synergy_Bliss=7.47, Synergy_Loewe=3.66, Synergy_HSA=5.48. (7) Drug 1: CCC1(CC2CC(C3=C(CCN(C2)C1)C4=CC=CC=C4N3)(C5=C(C=C6C(=C5)C78CCN9C7C(C=CC9)(C(C(C8N6C)(C(=O)OC)O)OC(=O)C)CC)OC)C(=O)OC)O.OS(=O)(=O)O. Drug 2: CC(C)(C#N)C1=CC(=CC(=C1)CN2C=NC=N2)C(C)(C)C#N. Cell line: NCI-H322M. Synergy scores: CSS=-0.222, Synergy_ZIP=2.89, Synergy_Bliss=4.24, Synergy_Loewe=-0.110, Synergy_HSA=-0.405. (8) Drug 1: C1CCC(CC1)NC(=O)N(CCCl)N=O. Drug 2: CCCCC(=O)OCC(=O)C1(CC(C2=C(C1)C(=C3C(=C2O)C(=O)C4=C(C3=O)C=CC=C4OC)O)OC5CC(C(C(O5)C)O)NC(=O)C(F)(F)F)O. Cell line: 786-0. Synergy scores: CSS=24.1, Synergy_ZIP=1.63, Synergy_Bliss=3.51, Synergy_Loewe=4.30, Synergy_HSA=4.82.